From a dataset of Reaction yield outcomes from USPTO patents with 853,638 reactions. Predict the reaction yield, written as a fraction of the theoretical maximum amount of product (1.0 means a 100% yield; for example, 0.34 means a 34% yield). (1) The product is [Br:1][C:2]1[CH:3]=[C:4]2[C:9](=[CH:10][CH:11]=1)[CH:8]=[C:7]([C:12]1([N+:17]([O-:19])=[O:18])[CH2:15][O:16][C:25]([CH3:27])([CH3:26])[O:14][CH2:13]1)[CH:6]=[CH:5]2. The catalyst is CCOC(C)=O.CCCCCC. The reactants are [Br:1][C:2]1[CH:3]=[C:4]2[C:9](=[CH:10][CH:11]=1)[CH:8]=[C:7]([C:12]([N+:17]([O-:19])=[O:18])([CH2:15][OH:16])[CH2:13][OH:14])[CH:6]=[CH:5]2.C(Cl)Cl.CO[C:25](OC)([CH3:27])[CH3:26].B(F)(F)F.CCOCC. The yield is 0.820. (2) The reactants are [Li]CCCC.N(C(C)C)C(C)C.[CH:13]1([C:16]([O:18][C:19]([CH3:22])([CH3:21])[CH3:20])=[O:17])[CH2:15][CH2:14]1.Br[CH2:24][CH2:25][CH2:26][CH2:27][CH2:28][Cl:29].Cl. The catalyst is C1COCC1.[Cl-].[Na+].O.O. The product is [Cl:29][CH2:28][CH2:27][CH2:26][CH2:25][CH2:24][C:13]1([C:16]([O:18][C:19]([CH3:22])([CH3:21])[CH3:20])=[O:17])[CH2:15][CH2:14]1. The yield is 0.730. (3) The reactants are [N:1]1[O:2][N:3]=[C:4]2[CH:9]=[C:8]([C:10](=[O:21])[C:11]#[C:12][C:13]([CH3:20])([O:15][Si](C)(C)C)[CH3:14])[CH:7]=[CH:6][C:5]=12.CC1C=CC(S(O)(=O)=O)=CC=1. The catalyst is C(Cl)Cl.O. The product is [N:1]1[O:2][N:3]=[C:4]2[CH:9]=[C:8]([C:10](=[O:21])[C:11]#[C:12][C:13]([OH:15])([CH3:14])[CH3:20])[CH:7]=[CH:6][C:5]=12. The yield is 0.870. (4) The reactants are [CH3:1][O:2][C:3]1[CH:4]=[C:5]2[C:9](=[CH:10][CH:11]=1)[NH:8][C:7]([C:12]([OH:14])=O)=[CH:6]2.Cl.[CH3:16][NH:17][O:18][CH3:19].CCN=C=NCCCN(C)C.ON1C2C=CC=CC=2N=N1.C(N(CC)CC)C.C(O)(=O)CC(CC(O)=O)(C(O)=O)O. The catalyst is CN(C)C=O.C(OCC)(=O)C. The product is [CH3:19][O:18][N:17]([CH3:16])[C:12]([C:7]1[NH:8][C:9]2[C:5]([CH:6]=1)=[CH:4][C:3]([O:2][CH3:1])=[CH:11][CH:10]=2)=[O:14]. The yield is 0.700. (5) The reactants are Cl.[Br:2][C:3]1[CH:4]=[C:5]([O:9]N)[CH:6]=[CH:7][CH:8]=1.[CH2:11]1[CH:19]2[N:14]([CH2:15][CH2:16][C:17](=O)[CH2:18]2)[CH2:13][CH2:12]1. No catalyst specified. The product is [Br:2][C:3]1[CH:8]=[CH:7][C:6]2[C:18]3[CH:19]4[N:14]([CH2:13][CH2:12][CH2:11]4)[CH2:15][CH2:16][C:17]=3[O:9][C:5]=2[CH:4]=1. The yield is 0.100. (6) The reactants are C(O[CH:4]=[C:5]([C:11]([O:13]CC)=O)[C:6]([O:8][CH2:9]C)=[O:7])C.[C:16](=[NH:19])([NH2:18])[CH3:17].C[O-].[Na+].CO. No catalyst specified. The product is [CH3:17][C:16]1[NH:19][C:11](=[O:13])[C:5]([C:6]([O:8][CH3:9])=[O:7])=[CH:4][N:18]=1. The yield is 0.640. (7) The reactants are Cl.[Cl:2][C:3]1[CH:11]=[C:10]([NH:12][C:13]2[C:22]3[C:17](=[CH:18][CH:19]=[CH:20][C:21]=3[O:23][CH:24]3[CH2:29][CH2:28][N:27]([CH3:30])[CH2:26][CH2:25]3)[N:16]=[CH:15][N:14]=2)[CH:9]=[CH:8][C:4]=1[C:5]([OH:7])=O.[CH3:31][CH:32]1[CH2:37][CH2:36][NH:35][CH2:34][CH2:33]1. No catalyst specified. The product is [Cl:2][C:3]1[CH:11]=[C:10]([CH:9]=[CH:8][C:4]=1[C:5]([N:35]1[CH2:36][CH2:37][CH:32]([CH3:31])[CH2:33][CH2:34]1)=[O:7])[NH:12][C:13]1[C:22]2[C:17](=[CH:18][CH:19]=[CH:20][C:21]=2[O:23][CH:24]2[CH2:25][CH2:26][N:27]([CH3:30])[CH2:28][CH2:29]2)[N:16]=[CH:15][N:14]=1. The yield is 0.710. (8) The reactants are [CH3:1][NH:2][C:3]1[C:8]([C:9](OCC)=[O:10])=[CH:7][N:6]=[C:5]([S:14][CH3:15])[N:4]=1.[H-].[H-].[H-].[H-].[Li+].[Al+3]. The catalyst is C1COCC1. The product is [CH3:1][NH:2][C:3]1[C:8]([CH2:9][OH:10])=[CH:7][N:6]=[C:5]([S:14][CH3:15])[N:4]=1. The yield is 0.900. (9) The reactants are [Cl:1][C:2]1[CH:22]=[C:21]([Cl:23])[CH:20]=[CH:19][C:3]=1[CH2:4][N:5]1[C:9]([CH2:10][CH2:11][C:12]([OH:14])=O)=[CH:8][C:7]([O:15][CH:16]([CH3:18])[CH3:17])=[N:6]1.[CH:24]1([S:30]([NH2:33])(=[O:32])=[O:31])[CH2:29][CH2:28][CH2:27][CH2:26][CH2:25]1.N12CCCN=C1CCCCC2. The catalyst is O1CCCC1. The product is [CH:24]1([S:30]([NH:33][C:12](=[O:14])[CH2:11][CH2:10][C:9]2[N:5]([CH2:4][C:3]3[CH:19]=[CH:20][C:21]([Cl:23])=[CH:22][C:2]=3[Cl:1])[N:6]=[C:7]([O:15][CH:16]([CH3:18])[CH3:17])[CH:8]=2)(=[O:32])=[O:31])[CH2:29][CH2:28][CH2:27][CH2:26][CH2:25]1. The yield is 0.550. (10) The reactants are [OH:1][C:2]1[CH:3]=[C:4](B(O)O)[CH:5]=[CH:6][CH:7]=1.I[C:12]1[CH:17]=[CH:16][C:15]([O:18][CH3:19])=[CH:14][CH:13]=1.O. The catalyst is C([O-])([O-])=O.[K+].[K+].CC(C)=O.CC([O-])=O.CC([O-])=O.[Pd+2]. The product is [CH3:19][O:18][C:15]1[CH:16]=[CH:17][C:12]([C:6]2[CH:5]=[CH:4][CH:3]=[C:2]([OH:1])[CH:7]=2)=[CH:13][CH:14]=1. The yield is 0.820.